Task: Predict the product of the given reaction.. Dataset: Forward reaction prediction with 1.9M reactions from USPTO patents (1976-2016) Given the reactants [OH:1][C@H:2]1[CH2:6][N:5]([C:7]([O:9][CH2:10][C:11]2[CH:16]=[CH:15][CH:14]=[CH:13][CH:12]=2)=[O:8])[C@@H:4]([C:17](OC)=[O:18])[CH2:3]1.[Li+].[Cl-].[BH4-].[Na+].Cl, predict the reaction product. The product is: [OH:1][C@H:2]1[CH2:6][N:5]([C:7]([O:9][CH2:10][C:11]2[CH:12]=[CH:13][CH:14]=[CH:15][CH:16]=2)=[O:8])[C@@H:4]([CH2:17][OH:18])[CH2:3]1.